Dataset: Reaction yield outcomes from USPTO patents with 853,638 reactions. Task: Predict the reaction yield, written as a fraction of the theoretical maximum amount of product (1.0 means a 100% yield; for example, 0.34 means a 34% yield). The reactants are [Br:1][C:2]1[C:3](F)=[C:4]([C:7]([F:10])=[CH:8][CH:9]=1)[CH:5]=[O:6].[CH3:12][C:13]([SH:16])([CH3:15])[CH3:14].C(=O)([O-])[O-].[K+].[K+]. The catalyst is CN(C=O)C. The product is [Br:1][C:2]1[C:3]([S:16][C:13]([CH3:15])([CH3:14])[CH3:12])=[C:4]([C:7]([F:10])=[CH:8][CH:9]=1)[CH:5]=[O:6]. The yield is 0.510.